This data is from Reaction yield outcomes from USPTO patents with 853,638 reactions. The task is: Predict the reaction yield, written as a fraction of the theoretical maximum amount of product (1.0 means a 100% yield; for example, 0.34 means a 34% yield). (1) The reactants are C(N(CC)C(C)C)(C)C.[I:10][C:11]1[N:16]=[CH:15][C:14]([NH2:17])=[CH:13][CH:12]=1.[CH3:18][S:19](Cl)(=[O:21])=[O:20].[OH-].[K+]. The catalyst is ClCCCl.O1CCOCC1.O. The product is [I:10][C:11]1[N:16]=[CH:15][C:14]([NH:17][S:19]([CH3:18])(=[O:21])=[O:20])=[CH:13][CH:12]=1. The yield is 0.790. (2) The reactants are [CH:1]1([CH2:4][N:5]2[CH2:19][CH2:18][CH2:17][N:8]3[C:9]4[CH:10]=[CH:11][C:12]([OH:16])=[CH:13][C:14]=4[CH:15]=[C:7]3[C:6]2=[O:20])[CH2:3][CH2:2]1.[CH:21]([N:24]1[CH2:29][CH2:28][CH:27](O)[CH2:26][CH2:25]1)([CH3:23])[CH3:22].C1(P(C2C=CC=CC=2)C2C=CC=CC=2)C=CC=CC=1.CC(OC(/N=N/C(OC(C)(C)C)=O)=O)(C)C. No catalyst specified. The product is [CH:1]1([CH2:4][N:5]2[CH2:19][CH2:18][CH2:17][N:8]3[C:9]4[CH:10]=[CH:11][C:12]([O:16][CH:27]5[CH2:28][CH2:29][N:24]([CH:21]([CH3:23])[CH3:22])[CH2:25][CH2:26]5)=[CH:13][C:14]=4[CH:15]=[C:7]3[C:6]2=[O:20])[CH2:2][CH2:3]1. The yield is 0.450. (3) The reactants are [F:1][C:2]1[CH:7]=[C:6]([F:8])[CH:5]=[CH:4][C:3]=1[N:9]1[C:13]([C:14]2[S:23][C:22]3[C:21]4[N:24]=[C:25]([C:28]5[CH:29]=[N:30][C:31](F)=[CH:32][CH:33]=5)[CH:26]=[CH:27][C:20]=4[O:19][CH2:18][CH2:17][C:16]=3[CH:15]=2)=[N:12][CH:11]=[N:10]1.[CH3:35][N:36]1[CH2:41][CH2:40][NH:39][CH2:38][CH2:37]1.CCN(C(C)C)C(C)C. The catalyst is CN1C(=O)CCC1. The product is [F:1][C:2]1[CH:7]=[C:6]([F:8])[CH:5]=[CH:4][C:3]=1[N:9]1[C:13]([C:14]2[S:23][C:22]3[C:21]4[N:24]=[C:25]([C:28]5[CH:29]=[N:30][C:31]([N:39]6[CH2:40][CH2:41][N:36]([CH3:35])[CH2:37][CH2:38]6)=[CH:32][CH:33]=5)[CH:26]=[CH:27][C:20]=4[O:19][CH2:18][CH2:17][C:16]=3[CH:15]=2)=[N:12][CH:11]=[N:10]1. The yield is 0.570. (4) The reactants are [K].[CH:2]([C:5]1[CH:6]=[CH:7][C:8]2[O:12][C:11]([S:13](O)(=[O:15])=[O:14])=[C:10]([CH3:17])[C:9]=2[CH:18]=1)([CH3:4])[CH3:3].O=P(Cl)(Cl)[Cl:21]. No catalyst specified. The product is [CH:2]([C:5]1[CH:6]=[CH:7][C:8]2[O:12][C:11]([S:13]([Cl:21])(=[O:15])=[O:14])=[C:10]([CH3:17])[C:9]=2[CH:18]=1)([CH3:4])[CH3:3]. The yield is 0.330. (5) The reactants are C([N:8]1[CH2:13][CH:12]=[C:11]([C:14]2[CH:19]=[CH:18][C:17]([CH2:20][CH2:21][CH2:22][CH3:23])=[CH:16][CH:15]=2)[CH2:10][CH2:9]1)C1C=CC=CC=1.C([O-])=O.[NH4+]. The catalyst is CO.[Pd]. The product is [CH2:20]([C:17]1[CH:18]=[CH:19][C:14]([CH:11]2[CH2:10][CH2:9][NH:8][CH2:13][CH2:12]2)=[CH:15][CH:16]=1)[CH2:21][CH2:22][CH3:23]. The yield is 0.860. (6) The reactants are [CH3:1][O:2][CH:3]1[CH2:8][CH2:7][CH:6]([CH2:9]O)[CH2:5][CH2:4]1.[Br:11][CH2:12][CH2:13][CH2:14][O:15]S(C(F)(F)F)(=O)=O.C(C1C=[CH:31][CH:30]=[C:29]([C:33]([CH3:36])(C)C)N=1)(C)(C)C.[N+]([CH3:40])([O-])=O. No catalyst specified. The product is [Br:11][CH2:12][CH2:13][CH2:14][O:15][CH2:40][CH:29]1[CH2:30][CH2:31][CH:9]([C:6]2[CH:5]=[CH:4][C:3]([O:2][CH3:1])=[CH:8][CH:7]=2)[CH2:36][CH2:33]1. The yield is 0.610. (7) The reactants are [CH:1]1[C:10]2[CH2:9][CH2:8][CH2:7][CH2:6][C:5]=2[CH:4]=[CH:3][C:2]=1[NH2:11].[C:12]([CH:15]([CH2:20][C:21]([O:23][CH3:24])=[O:22])[C:16]([O:18][CH3:19])=[O:17])(=O)[CH3:13]. No catalyst specified. The product is [CH:1]1[C:10]2[CH2:9][CH2:8][CH2:7][CH2:6][C:5]=2[CH:4]=[CH:3][C:2]=1[NH:11][C:12](=[C:15]([CH2:20][C:21]([O:23][CH3:24])=[O:22])[C:16]([O:18][CH3:19])=[O:17])[CH3:13]. The yield is 0.600.